This data is from Forward reaction prediction with 1.9M reactions from USPTO patents (1976-2016). The task is: Predict the product of the given reaction. (1) Given the reactants [Cl:1][C:2]1[CH:7]=[CH:6][N:5]=[C:4]2[N:8]([C:14]3[CH:21]=[CH:20][C:17]([C:18]#[N:19])=[C:16]([N+:22]([O-])=O)[CH:15]=3)[N:9]=[C:10]([CH:11]([CH3:13])[CH3:12])[C:3]=12.[Cl-].[NH4+].C1C[O:30]CC1, predict the reaction product. The product is: [NH2:22][C:16]1[CH:15]=[C:14]([N:8]2[C:4]3=[N:5][CH:6]=[CH:7][C:2]([Cl:1])=[C:3]3[C:10]([CH:11]([CH3:13])[CH3:12])=[N:9]2)[CH:21]=[CH:20][C:17]=1[C:18]([NH2:19])=[O:30]. (2) Given the reactants [N:1]1[CH:6]=[CH:5][CH:4]=[CH:3][C:2]=1[O:7][CH2:8][C:9]1[CH:14]=[CH:13][C:12]([CH:15]2[O:17][CH:16]2C([O-])=O)=[CH:11][CH:10]=1.[Na+].C1(C)C=CC=CC=1.O.C(O)(=O)C, predict the reaction product. The product is: [N:1]1[CH:6]=[CH:5][CH:4]=[CH:3][C:2]=1[O:7][CH2:8][C:9]1[CH:14]=[CH:13][C:12]([CH2:15][CH:16]=[O:17])=[CH:11][CH:10]=1. (3) The product is: [CH3:1][O:2][C:3](=[O:4])/[CH:5]=[CH:6]/[C:7]1[CH:8]=[CH:9][C:10]([C:11]([N:16]2[CH2:22][CH2:21][CH2:20][CH2:19][C:18]3[CH:23]=[CH:24][CH:25]=[CH:26][C:17]2=3)=[O:13])=[CH:14][CH:15]=1. Given the reactants [CH3:1][O:2][C:3](/[CH:5]=[CH:6]/[C:7]1[CH:15]=[CH:14][C:10]([C:11]([OH:13])=O)=[CH:9][CH:8]=1)=[O:4].[NH:16]1[CH2:22][CH2:21][CH2:20][CH2:19][C:18]2[CH:23]=[CH:24][CH:25]=[CH:26][C:17]1=2.C(N(CC)CC)C, predict the reaction product. (4) Given the reactants [CH2:1]([O:3][C:4]1[CH:13]=[C:12]2[C:7]([CH:8]=[C:9]([O:16][CH:17]([CH:20]3[CH2:25][CH2:24][CH:23]([CH2:26][CH2:27][CH3:28])[CH2:22][CH2:21]3)[C:18]#[CH:19])[C:10]([F:15])=[C:11]2[F:14])=[CH:6][CH:5]=1)[CH3:2], predict the reaction product. The product is: [CH2:1]([O:3][C:4]1[CH:5]=[CH:6][C:7]2[C:8]3[CH:19]=[CH:18][CH:17]([CH:20]4[CH2:25][CH2:24][CH:23]([CH2:26][CH2:27][CH3:28])[CH2:22][CH2:21]4)[O:16][C:9]=3[C:10]([F:15])=[C:11]([F:14])[C:12]=2[CH:13]=1)[CH3:2].